From a dataset of Full USPTO retrosynthesis dataset with 1.9M reactions from patents (1976-2016). Predict the reactants needed to synthesize the given product. (1) Given the product [C:4]([O:3][C:1]([NH:8][C@@H:9]([CH2:10][C:11]1[CH:12]=[CH:13][C:14]([Cl:17])=[CH:15][CH:16]=1)[C:18]([O:20][CH3:21])=[O:19])=[O:2])([CH3:5])([CH3:7])[CH3:6], predict the reactants needed to synthesize it. The reactants are: [C:1]([NH:8][C@H:9]([C:18]([OH:20])=[O:19])[CH2:10][C:11]1[CH:16]=[CH:15][C:14]([Cl:17])=[CH:13][CH:12]=1)([O:3][C:4]([CH3:7])([CH3:6])[CH3:5])=[O:2].[C:21](=O)([O-])[O-].[K+].[K+].S(OC)(OC)(=O)=O. (2) The reactants are: [Br:1][C:2]1[CH:10]=[CH:9][C:5]([C:6]([OH:8])=O)=[C:4]([F:11])[CH:3]=1.[NH:12]1[CH2:16][CH2:15][CH2:14][CH2:13]1. Given the product [Br:1][C:2]1[CH:10]=[CH:9][C:5]([C:6]([N:12]2[CH2:16][CH2:15][CH2:14][CH2:13]2)=[O:8])=[C:4]([F:11])[CH:3]=1, predict the reactants needed to synthesize it. (3) Given the product [Cl:1][C:2]1[C:3](=[O:34])[N:4]([CH2:19][CH2:20][C:21]2[CH:22]=[CH:23][C:24]([C:27]([NH2:29])=[O:28])=[CH:25][CH:26]=2)[C:5]([CH2:9][O:10][C:11]2[CH:16]=[CH:15][CH:14]=[C:13]([CH2:17][CH3:18])[CH:12]=2)=[C:6]([Cl:8])[CH:7]=1, predict the reactants needed to synthesize it. The reactants are: [Cl:1][C:2]1[C:3](=[O:34])[N:4]([CH2:19][CH2:20][C:21]2[CH:26]=[CH:25][C:24]([C:27]([N:29]3C=CN=C3)=[O:28])=[CH:23][CH:22]=2)[C:5]([CH2:9][O:10][C:11]2[CH:16]=[CH:15][CH:14]=[C:13]([CH2:17][CH3:18])[CH:12]=2)=[C:6]([Cl:8])[CH:7]=1.N.